This data is from Catalyst prediction with 721,799 reactions and 888 catalyst types from USPTO. The task is: Predict which catalyst facilitates the given reaction. (1) Reactant: C[N:2](C)[CH:3]=[CH:4][C:5]([C:7]1[C:12](=[O:13])[CH:11]=[CH:10][N:9]([C:14]2[CH:19]=[CH:18][CH:17]=[C:16]([C:20]([F:23])([F:22])[F:21])[CH:15]=2)[N:8]=1)=O.Cl.[CH3:26][O:27][C:28]1[CH:33]=[CH:32][CH:31]=[CH:30][C:29]=1[NH:34]N.CCN(CC)CC. Product: [CH3:26][O:27][C:28]1[CH:33]=[CH:32][CH:31]=[CH:30][C:29]=1[N:34]1[C:5]([C:7]2[C:12](=[O:13])[CH:11]=[CH:10][N:9]([C:14]3[CH:19]=[CH:18][CH:17]=[C:16]([C:20]([F:23])([F:22])[F:21])[CH:15]=3)[N:8]=2)=[CH:4][CH:3]=[N:2]1. The catalyst class is: 8. (2) Reactant: [S:1]1[CH:5]=[CH:4][N:3]=[C:2]1[CH:6]([O:24][CH2:25][CH2:26][C:27]1[N:31]([CH3:32])[CH:30]=[N:29][CH:28]=1)[C:7]1[CH:16]=[CH:15][C:10]([C:11]([O:13]C)=[O:12])=[C:9]([C:17]2[CH:22]=[CH:21][C:20]([F:23])=[CH:19][CH:18]=2)[CH:8]=1.[OH-].[Na+]. Product: [F:23][C:20]1[CH:19]=[CH:18][C:17]([C:9]2[CH:8]=[C:7]([CH:6]([O:24][CH2:25][CH2:26][C:27]3[N:31]([CH3:32])[CH:30]=[N:29][CH:28]=3)[C:2]3[S:1][CH:5]=[CH:4][N:3]=3)[CH:16]=[CH:15][C:10]=2[C:11]([OH:13])=[O:12])=[CH:22][CH:21]=1. The catalyst class is: 24. (3) Reactant: [C:1]([O:5][C:6](=[O:18])[CH2:7][C:8]1[CH:13]=[CH:12][C:11]([C:14](=O)[CH2:15][CH3:16])=[CH:10][CH:9]=1)([CH3:4])([CH3:3])[CH3:2].C([O-])(=O)C.[Na+].[ClH:24].[NH2:25]O.O. Product: [ClH:24].[NH2:25][CH:14]([C:11]1[CH:12]=[CH:13][C:8]([CH2:7][C:6]([O:5][C:1]([CH3:4])([CH3:3])[CH3:2])=[O:18])=[CH:9][CH:10]=1)[CH2:15][CH3:16]. The catalyst class is: 8. (4) Reactant: [CH2:1]([O:8][C:9]1[CH:14]=[CH:13][C:12]([C:15]([C:17]2[N:18]([S:36]([C:39]3[CH:45]=[CH:44][C:42]([CH3:43])=[CH:41][CH:40]=3)(=[O:38])=[O:37])[CH:19]=[CH:20][C:21]=2[N:22]2[CH:26]=[CH:25][CH:24]=[C:23]2[CH2:27][O:28][Si](C(C)(C)C)(C)C)=[O:16])=[C:11]([O:46][CH3:47])[CH:10]=1)[C:2]1[CH:7]=[CH:6][CH:5]=[CH:4][CH:3]=1.CCCC[N+](CCCC)(CCCC)CCCC.[F-]. Product: [CH2:1]([O:8][C:9]1[CH:14]=[CH:13][C:12]([C:15]([C:17]2[N:18]([S:36]([C:39]3[CH:40]=[CH:41][C:42]([CH3:43])=[CH:44][CH:45]=3)(=[O:38])=[O:37])[CH:19]=[CH:20][C:21]=2[N:22]2[CH:26]=[CH:25][CH:24]=[C:23]2[CH2:27][OH:28])=[O:16])=[C:11]([O:46][CH3:47])[CH:10]=1)[C:2]1[CH:3]=[CH:4][CH:5]=[CH:6][CH:7]=1. The catalyst class is: 1. (5) Reactant: Cl.[S:2]1[CH:6]=[C:5]([CH2:7][CH2:8][NH2:9])[C:4]2[CH:10]=[CH:11][CH:12]=[CH:13][C:3]1=2.[CH2:14]=O. Product: [CH2:14]1[C:6]2[S:2][C:3]3[CH:13]=[CH:12][CH:11]=[CH:10][C:4]=3[C:5]=2[CH2:7][CH2:8][NH:9]1. The catalyst class is: 5.